This data is from Full USPTO retrosynthesis dataset with 1.9M reactions from patents (1976-2016). The task is: Predict the reactants needed to synthesize the given product. (1) Given the product [NH2:43][C:26]1[C:27]([N:29]2[CH2:30][CH2:31][N:32]([C:35]3[CH:40]=[C:39]([CH3:41])[CH:38]=[CH:37][C:36]=3[CH3:42])[CH2:33][CH2:34]2)=[CH:28][C:9]([Cl:8])=[C:10]([CH:25]=1)[C:11]([NH:13][CH2:14][C:15]1[CH:20]=[CH:19][CH:18]=[C:17]([CH2:21][N:22]([CH3:24])[CH3:23])[CH:16]=1)=[O:12], predict the reactants needed to synthesize it. The reactants are: C(O)C.C(O)(=O)C.[Cl:8][C:9]1[CH:28]=[C:27]([N:29]2[CH2:34][CH2:33][N:32]([C:35]3[CH:40]=[C:39]([CH3:41])[CH:38]=[CH:37][C:36]=3[CH3:42])[CH2:31][CH2:30]2)[C:26]([N+:43]([O-])=O)=[CH:25][C:10]=1[C:11]([NH:13][CH2:14][C:15]1[CH:20]=[CH:19][CH:18]=[C:17]([CH2:21][N:22]([CH3:24])[CH3:23])[CH:16]=1)=[O:12]. (2) Given the product [Cl:34][C:19]1[C:16]2[CH:17]=[N:18][C:13]([NH:12][C:10](=[O:11])[C:9]3[CH:24]=[CH:25][C:6]([C@:3]([OH:5])([CH3:4])[CH2:2][OH:1])=[C:7]([CH3:26])[CH:8]=3)=[CH:14][C:15]=2[N:21]([CH2:22][CH3:23])[CH:20]=1, predict the reactants needed to synthesize it. The reactants are: [OH:1][CH2:2][C@@:3]([C:6]1[CH:25]=[CH:24][C:9]([C:10]([NH:12][C:13]2[N:18]=[CH:17][C:16]3[CH:19]=[CH:20][N:21]([CH2:22][CH3:23])[C:15]=3[CH:14]=2)=[O:11])=[CH:8][C:7]=1[CH3:26])([OH:5])[CH3:4].C1C(=O)N([Cl:34])C(=O)C1.